This data is from Forward reaction prediction with 1.9M reactions from USPTO patents (1976-2016). The task is: Predict the product of the given reaction. (1) Given the reactants [Br-].[CH2:2]([P+](C1C=CC=CC=1)(C1C=CC=CC=1)C1C=CC=CC=1)[CH2:3][C:4]1[CH:9]=[CH:8][CH:7]=[CH:6][CH:5]=1.[Li]CCCC.[CH:34]([C:37]1[CH:38]=[C:39]([CH:43]([CH3:47])[CH2:44][CH:45]=O)[CH:40]=[CH:41][CH:42]=1)([CH3:36])[CH3:35], predict the reaction product. The product is: [CH:34]([C:37]1[CH:42]=[CH:41][CH:40]=[C:39]([CH:43]([CH2:44][CH:45]=[CH:2][CH2:3][C:4]2[CH:5]=[CH:6][CH:7]=[CH:8][CH:9]=2)[CH3:47])[CH:38]=1)([CH3:36])[CH3:35]. (2) The product is: [CH2:77]([O:79][C:80]([N:82]1[CH2:87][CH2:86][N:85]([C:10](=[O:11])[C@@H:9]([NH:13][C:14]([C:16]2[CH:20]=[C:19]([O:21][CH2:22][C:23]([N:25]3[CH2:29][CH2:28][CH2:27][C@H:26]3[C:30](=[O:36])[NH:31][CH2:32][CH:33]3[CH2:35][CH2:34]3)=[O:24])[N:18]([C:37]3[CH:42]=[CH:41][CH:40]=[CH:39][CH:38]=3)[N:17]=2)=[O:15])[CH2:8][CH2:7][C:6]([OH:43])=[O:5])[CH2:84][C@H:83]1[CH3:88])=[O:81])[CH3:78]. Given the reactants C([O:5][C:6](=[O:43])[CH2:7][CH2:8][C@H:9]([NH:13][C:14]([C:16]1[CH:20]=[C:19]([O:21][CH2:22][C:23]([N:25]2[CH2:29][CH2:28][CH2:27][C@H:26]2[C:30](=[O:36])[NH:31][CH2:32][CH:33]2[CH2:35][CH2:34]2)=[O:24])[N:18]([C:37]2[CH:42]=[CH:41][CH:40]=[CH:39][CH:38]=2)[N:17]=1)=[O:15])[C:10](O)=[O:11])(C)(C)C.CCN(C(C)C)C(C)C.CN(C(ON1N=NC2C=CC=NC1=2)=[N+](C)C)C.F[P-](F)(F)(F)(F)F.[CH2:77]([O:79][C:80]([N:82]1[CH2:87][CH2:86][NH:85][CH2:84][C@H:83]1[CH3:88])=[O:81])[CH3:78], predict the reaction product.